This data is from Full USPTO retrosynthesis dataset with 1.9M reactions from patents (1976-2016). The task is: Predict the reactants needed to synthesize the given product. (1) Given the product [OH:14][C@@H:13]1[C@@H:15]([C:16]2[CH:21]=[CH:20][CH:19]=[CH:18][CH:17]=2)[O:1][CH2:2][C@@H:3]([C:4]2[CH:9]=[CH:8][CH:7]=[CH:6][CH:5]=2)[N:10]([CH3:22])[C:11]1=[O:12], predict the reactants needed to synthesize it. The reactants are: [OH:1][CH2:2][C@@H:3]([N:10]([CH3:22])[C:11]([CH:13]1[CH:15]([C:16]2[CH:21]=[CH:20][CH:19]=[CH:18][CH:17]=2)[O:14]1)=[O:12])[C:4]1[CH:9]=[CH:8][CH:7]=[CH:6][CH:5]=1.[Mg+2].[I-].[I-].[Cl-].[NH4+].O. (2) Given the product [O:19]=[C:20]1[N:24]([CH2:12][C:13]2[CH:18]=[CH:17][CH:16]=[CH:15][N:14]=2)[CH2:23][CH2:22][N:21]1[C:25]1[CH:26]=[C:27]([CH:31]=[CH:32][N:33]=1)[C:28]([O:30][CH3:2])=[O:29], predict the reactants needed to synthesize it. The reactants are: Br[CH2:2]C1C=CC(F)=CC=1.Br.Br[CH2:12][C:13]1[CH:18]=[CH:17][CH:16]=[CH:15][N:14]=1.[O:19]=[C:20]1[NH:24][CH2:23][CH2:22][N:21]1[C:25]1[CH:26]=[C:27]([CH:31]=[CH:32][N:33]=1)[C:28]([O-:30])=[O:29]. (3) Given the product [N:1]1([C:11]([C@H:7]2[CH2:8][CH2:9][CH2:10][O:6]2)=[O:12])[CH:5]=[CH:4][N:3]=[CH:2]1, predict the reactants needed to synthesize it. The reactants are: [NH:1]1[CH:5]=[CH:4][N:3]=[CH:2]1.[O:6]1[CH2:10][CH2:9][CH2:8][C@@H:7]1[C:11](Cl)=[O:12]. (4) Given the product [CH3:37][O:36][C:33]1[CH:32]=[CH:31][C:30]([N:16]2[C:17](=[O:18])[C:19]3[C@@H:20]4[C:26]([CH3:28])([CH3:27])[C@@:23]([CH3:29])([CH2:22][CH2:21]4)[C:24]=3[NH:15]2)=[CH:35][CH:34]=1, predict the reactants needed to synthesize it. The reactants are: FC(F)(F)C(O)=O.C(OC([NH:15][N:16]([C:30]1[CH:35]=[CH:34][C:33]([O:36][CH3:37])=[CH:32][CH:31]=1)[C:17]([CH:19]1[C:24](=O)[C@@:23]2([CH3:29])[C:26]([CH3:28])([CH3:27])[C@@H:20]1[CH2:21][CH2:22]2)=[O:18])=O)(C)(C)C. (5) Given the product [CH3:3][C:4]([CH2:19][CH2:20][CH:21]=[C:22]([CH3:24])[CH3:23])=[CH:5][CH2:6][O:7][C:8]1[CH:13]=[CH:12][C:11]([CH2:14][C:15]([OH:17])=[O:16])=[CH:10][CH:9]=1, predict the reactants needed to synthesize it. The reactants are: [OH-].[K+].[CH3:3][C:4]([CH2:19][CH2:20][CH:21]=[C:22]([CH3:24])[CH3:23])=[CH:5][CH2:6][O:7][C:8]1[CH:13]=[CH:12][C:11]([CH2:14][C:15]([O:17]C)=[O:16])=[CH:10][CH:9]=1.Cl.